Dataset: Reaction yield outcomes from USPTO patents with 853,638 reactions. Task: Predict the reaction yield, written as a fraction of the theoretical maximum amount of product (1.0 means a 100% yield; for example, 0.34 means a 34% yield). (1) The reactants are [OH-].[K+].[CH3:3][C:4]1[CH:12]=[CH:11][C:10]([CH3:13])=[C:9]2[C:5]=1[CH2:6][CH2:7][C:8]2=O.O.NN.CC1(C)CC2C(=CC=CC=2)C1=O. The catalyst is C(O)CO.O. The product is [CH3:13][C:10]1[CH:11]=[CH:12][C:4]([CH3:3])=[C:5]2[C:9]=1[CH2:8][CH2:7][CH2:6]2. The yield is 0.820. (2) The reactants are [O:1]1CCO[CH:2]1[C:6]1[CH:11]=[CH:10][C:9]([C:12]2[CH:17]=[CH:16][CH:15]=[C:14]([CH2:18][N:19]([CH2:28][CH3:29])[C:20](=[O:27])[C:21]3[CH:26]=[CH:25][CH:24]=[CH:23][CH:22]=3)[CH:13]=2)=[CH:8][CH:7]=1.CO. The catalyst is S(=O)(=O)(O)O.O. The product is [CH2:28]([N:19]([CH2:18][C:14]1[CH:13]=[C:12]([C:9]2[CH:8]=[CH:7][C:6]([CH:2]=[O:1])=[CH:11][CH:10]=2)[CH:17]=[CH:16][CH:15]=1)[C:20](=[O:27])[C:21]1[CH:22]=[CH:23][CH:24]=[CH:25][CH:26]=1)[CH3:29]. The yield is 0.910. (3) The reactants are Cl.[N+:2]([C:5]1[CH:10]=[CH:9][CH:8]=[CH:7][C:6]=1[CH2:11][NH2:12])([O-:4])=[O:3].C(=O)([O-])O.[Na+]. The catalyst is C(OCC)(=O)C. The product is [N+:2]([C:5]1[CH:10]=[CH:9][CH:8]=[CH:7][C:6]=1[CH2:11][NH2:12])([O-:4])=[O:3]. The yield is 0.614. (4) The reactants are [C:1]1([S:7]([N:10]2[C:14]3=[N:15][CH:16]=[C:17]([F:19])[CH:18]=[C:13]3[CH:12]=[C:11]2[C:20](=[O:25])[CH2:21][CH:22]([CH3:24])[CH3:23])(=[O:9])=[O:8])[CH:6]=[CH:5][CH:4]=[CH:3][CH:2]=1.C[Si]([N-][Si](C)(C)C)(C)C.[Li+].[C:36]1([CH3:56])[CH:41]=[CH:40][C:39]([S:42](O[S:42]([C:39]2[CH:40]=[CH:41][C:36]([CH3:56])=[CH:37][CH:38]=2)(=[O:44])=[O:43])(=[O:44])=[O:43])=[CH:38][CH:37]=1. The catalyst is O1CCCC1. The product is [C:1]1([S:7]([N:10]2[C:14]3=[N:15][CH:16]=[C:17]([F:19])[CH:18]=[C:13]3[CH:12]=[C:11]2[C:20]([O:25][S:42]([C:39]2[CH:40]=[CH:41][C:36]([CH3:56])=[CH:37][CH:38]=2)(=[O:44])=[O:43])=[CH:21][CH:22]([CH3:23])[CH3:24])(=[O:9])=[O:8])[CH:2]=[CH:3][CH:4]=[CH:5][CH:6]=1. The yield is 0.670.